This data is from Catalyst prediction with 721,799 reactions and 888 catalyst types from USPTO. The task is: Predict which catalyst facilitates the given reaction. Reactant: [CH3:1][C:2]1[O:6][N:5]=[C:4]([C:7]2[CH:12]=[CH:11][CH:10]=[CH:9][CH:8]=2)[C:3]=1[C:13]1[N:14]=[C:15]2[CH:20]=[C:19]([C:21]([OH:23])=O)[CH:18]=[CH:17][N:16]2[CH:24]=1.C(N(CC)C(C)C)(C)C.[NH2:34][CH2:35][CH:36]1[CH2:38][CH2:37]1.[Cl-].[Na+].O.O. Product: [CH:36]1([CH2:35][NH:34][C:21]([C:19]2[CH:18]=[CH:17][N:16]3[CH:24]=[C:13]([C:3]4[C:4]([C:7]5[CH:8]=[CH:9][CH:10]=[CH:11][CH:12]=5)=[N:5][O:6][C:2]=4[CH3:1])[N:14]=[C:15]3[CH:20]=2)=[O:23])[CH2:38][CH2:37]1. The catalyst class is: 3.